From a dataset of Full USPTO retrosynthesis dataset with 1.9M reactions from patents (1976-2016). Predict the reactants needed to synthesize the given product. (1) Given the product [Cl:2][C:3]1[CH:4]=[C:5]2[C:9](=[CH:10][CH:11]=1)[N:8]([S:12]([C:15]1[CH:20]=[CH:19][C:18]([O:21][CH3:22])=[CH:17][C:16]=1[O:23][C:24]([F:25])([F:27])[F:26])(=[O:13])=[O:14])[C:7](=[O:28])[C:6]2([N:29]1[CH2:33][C@H:32]([OH:34])[CH2:31][C@H:30]1[C:35]([N:37]([CH3:38])[CH3:39])=[O:36])[C:40]1[CH:41]=[C:42]([CH2:48][CH2:49][N:50]2[CH2:51][CH2:52][NH:53][CH2:54][CH2:55]2)[CH:43]=[CH:44][C:45]=1[O:46][CH3:47], predict the reactants needed to synthesize it. The reactants are: Cl.[Cl:2][C:3]1[CH:4]=[C:5]2[C:9](=[CH:10][CH:11]=1)[N:8]([S:12]([C:15]1[CH:20]=[CH:19][C:18]([O:21][CH3:22])=[CH:17][C:16]=1[O:23][C:24]([F:27])([F:26])[F:25])(=[O:14])=[O:13])[C:7](=[O:28])[C:6]2([C:40]1[CH:41]=[C:42]([CH2:48][CH2:49][N:50]2[CH2:55][CH2:54][N:53](C(OC(C)(C)C)=O)[CH2:52][CH2:51]2)[CH:43]=[CH:44][C:45]=1[O:46][CH3:47])[N:29]1[CH2:33][C@H:32]([OH:34])[CH2:31][C@H:30]1[C:35]([N:37]([CH3:39])[CH3:38])=[O:36].C([O-])(O)=O.[Na+]. (2) Given the product [Br:11][C:12]1[CH:17]=[CH:16][C:15]([F:18])=[CH:14][C:13]=1[CH2:19][CH2:20][NH:22][CH3:23], predict the reactants needed to synthesize it. The reactants are: [H-].[Al+3].[Li+].[H-].[H-].[H-].[Cl-].[Al+3].[Cl-].[Cl-].[Br:11][C:12]1[CH:17]=[CH:16][C:15]([F:18])=[CH:14][C:13]=1[CH2:19][C:20]([NH:22][CH3:23])=O.[OH-].[Na+]. (3) Given the product [Cl:18][C:19]1[CH:46]=[CH:45][C:22]([CH2:23][N:24]2[C:32]([C:33]3[CH:40]=[CH:39][CH:38]=[C:35]([CH2:36][CH2:9][C:10]4[CH:15]=[CH:14][CH:13]=[CH:12][CH:11]=4)[CH:34]=3)=[C:31]3[C:26]([C:27]([C:41]([F:44])([F:43])[F:42])=[CH:28][CH:29]=[CH:30]3)=[N:25]2)=[C:21]([F:47])[CH:20]=1, predict the reactants needed to synthesize it. The reactants are: C(OP([CH2:9][C:10]1[CH:15]=[CH:14][CH:13]=[CH:12][CH:11]=1)(=O)OCC)C.[H-].[Na+].[Cl:18][C:19]1[CH:46]=[CH:45][C:22]([CH2:23][N:24]2[C:32]([C:33]3[CH:34]=[C:35]([CH:38]=[CH:39][CH:40]=3)[CH:36]=O)=[C:31]3[C:26]([C:27]([C:41]([F:44])([F:43])[F:42])=[CH:28][CH:29]=[CH:30]3)=[N:25]2)=[C:21]([F:47])[CH:20]=1. (4) Given the product [Cl:1][C:2]1[CH:3]=[CH:4][C:5]([O:8][C:9]([F:10])([F:11])[F:12])=[C:6]([S:14]([Cl:13])(=[O:16])=[O:15])[CH:7]=1, predict the reactants needed to synthesize it. The reactants are: [Cl:1][C:2]1[CH:7]=[CH:6][C:5]([O:8][C:9]([F:12])([F:11])[F:10])=[CH:4][CH:3]=1.[Cl:13][S:14](O)(=[O:16])=[O:15]. (5) Given the product [Cl:34][C:19]1[CH:18]=[N:17][CH:16]=[C:15]([Cl:14])[C:20]=1[CH2:21][CH:22]([O:23][C:46](=[O:47])[C@H:45]([C:42]1[CH:43]=[CH:44][C:39]([CH2:35][CH:36]([CH3:38])[CH3:37])=[CH:40][CH:41]=1)[CH3:49])[C:24]1[CH:29]=[CH:28][C:27]([O:30][CH3:31])=[C:26]([O:32][CH3:33])[CH:25]=1, predict the reactants needed to synthesize it. The reactants are: Cl.C(N=C=NCCCN(C)C)C.Cl.[Cl:14][C:15]1[CH:16]=[N:17][CH:18]=[C:19]([Cl:34])[C:20]=1[CH2:21][CH:22]([C:24]1[CH:29]=[CH:28][C:27]([O:30][CH3:31])=[C:26]([O:32][CH3:33])[CH:25]=1)[OH:23].[CH2:35]([C:39]1[CH:44]=[CH:43][C:42]([C@H:45]([CH3:49])[C:46](O)=[O:47])=[CH:41][CH:40]=1)[CH:36]([CH3:38])[CH3:37].[NH4+].[Cl-]. (6) Given the product [Br:16][C:17]1[CH:18]=[N:19][N:20]2[CH:25]=[CH:24][C:23]([N:9]3[C@@H:8]([C:3]4[CH:4]=[CH:5][CH:6]=[CH:7][C:2]=4[Cl:1])[CH2:12][O:11][C:10]3=[O:13])=[N:22][C:21]=12, predict the reactants needed to synthesize it. The reactants are: [Cl:1][C:2]1[CH:7]=[CH:6][CH:5]=[CH:4][C:3]=1[C@H:8]1[CH2:12][O:11][C:10](=[O:13])[NH:9]1.[H-].[Na+].[Br:16][C:17]1[CH:18]=[N:19][N:20]2[CH:25]=[CH:24][C:23](Cl)=[N:22][C:21]=12.[Cl-].[NH4+]. (7) Given the product [C:23]([C:25]1[C:26]([O:12][CH2:11][CH2:10][CH2:9][C:8]2[C:4]([CH2:1][CH2:2][CH3:3])=[N:5][N:6]([C:13]3[CH:18]=[CH:17][C:16]([C:19]([F:21])([F:20])[F:22])=[CH:15][N:14]=3)[CH:7]=2)=[C:27]([CH2:31][C:32]([O:34][CH3:35])=[O:33])[CH:28]=[CH:29][CH:30]=1)#[N:24], predict the reactants needed to synthesize it. The reactants are: [CH2:1]([C:4]1[C:8]([CH2:9][CH2:10][CH2:11][OH:12])=[CH:7][N:6]([C:13]2[CH:18]=[CH:17][C:16]([C:19]([F:22])([F:21])[F:20])=[CH:15][N:14]=2)[N:5]=1)[CH2:2][CH3:3].[C:23]([C:25]1[C:26](O)=[C:27]([CH2:31][C:32]([O:34][CH3:35])=[O:33])[CH:28]=[CH:29][CH:30]=1)#[N:24].C(P(CCCC)CCCC)CCC.N(C(N1CCCCC1)=O)=NC(N1CCCCC1)=O. (8) Given the product [OH:37][C@@H:36]([C:38]1[CH:43]=[CH:42][CH:41]=[CH:40][CH:39]=1)[CH2:35][NH:34][C:16]([C@@H:9]1[CH2:10][C:11](=[N:13][O:14][CH3:15])[CH2:12][N:8]1[C:6](=[O:7])[C:28]1[CH:27]=[CH:26][C:25]([C:20]2[CH:21]=[CH:22][CH:23]=[CH:24][N:19]=2)=[CH:33][CH:32]=1)=[O:18], predict the reactants needed to synthesize it. The reactants are: C(O[C:6]([N:8]1[CH2:12][C:11](=[N:13][O:14][CH3:15])[CH2:10][C@H:9]1[C:16]([OH:18])=O)=[O:7])(C)(C)C.[N:19]1[CH:24]=[CH:23][CH:22]=[CH:21][C:20]=1[C:25]1[CH:33]=[CH:32][C:28](C(O)=O)=[CH:27][CH:26]=1.[NH2:34][CH2:35][C@H:36]([C:38]1[CH:43]=[CH:42][CH:41]=[CH:40][CH:39]=1)[OH:37].